This data is from Reaction yield outcomes from USPTO patents with 853,638 reactions. The task is: Predict the reaction yield, written as a fraction of the theoretical maximum amount of product (1.0 means a 100% yield; for example, 0.34 means a 34% yield). (1) The reactants are [Br:1][C:2]1[CH:7]=[CH:6][C:5]([CH:8]([CH2:12][CH:13]2[CH2:17][CH2:16][CH2:15][CH2:14]2)[C:9]([OH:11])=O)=[CH:4][CH:3]=1.C(Cl)(=O)C(Cl)=O.[NH2:24][C:25]1[S:26][CH:27]=[CH:28][N:29]=1.C(N(CC)C(C)C)(C)C. The catalyst is C(Cl)Cl.CN(C)C=O. The product is [Br:1][C:2]1[CH:3]=[CH:4][C:5]([CH:8]([CH2:12][CH:13]2[CH2:17][CH2:16][CH2:15][CH2:14]2)[C:9]([NH:24][C:25]2[S:26][CH:27]=[CH:28][N:29]=2)=[O:11])=[CH:6][CH:7]=1. The yield is 0.950. (2) The reactants are [CH3:1][O:2][C:3]([C:5]1([C:11]#[C:12]Cl)[CH2:10][CH2:9][O:8][CH2:7][CH2:6]1)=[O:4].C(O)(=O)C. The catalyst is O1CCCC1.[Cu]. The product is [CH3:1][O:2][C:3]([C:5]1([C:11]#[CH:12])[CH2:6][CH2:7][O:8][CH2:9][CH2:10]1)=[O:4]. The yield is 1.00.